This data is from Full USPTO retrosynthesis dataset with 1.9M reactions from patents (1976-2016). The task is: Predict the reactants needed to synthesize the given product. (1) Given the product [CH:1]1([CH:4]([C:11]2[CH:16]=[CH:15][N:14]=[C:13]([CH2:17][O:18][C:19]3[CH:20]=[N:21][C:22]([C:30]4[CH:35]=[C:34]([O:36][CH3:37])[CH:33]=[CH:32][C:31]=4[F:38])=[C:23]([CH2:25][C:26]([CH3:29])([CH3:27])[CH3:28])[CH:24]=3)[CH:12]=2)[CH2:5][C:6]([OH:8])=[O:7])[CH2:2][CH2:3]1, predict the reactants needed to synthesize it. The reactants are: [CH:1]1([CH:4]([C:11]2[CH:16]=[CH:15][N:14]=[C:13]([CH2:17][O:18][C:19]3[CH:20]=[N:21][C:22]([C:30]4[CH:35]=[C:34]([O:36][CH3:37])[CH:33]=[CH:32][C:31]=4[F:38])=[C:23]([CH2:25][C:26]([CH3:29])([CH3:28])[CH3:27])[CH:24]=3)[CH:12]=2)[CH2:5][C:6]([O:8]CC)=[O:7])[CH2:3][CH2:2]1.[OH-].[Na+]. (2) Given the product [Br:1][C:2]1[CH:7]=[C:6]([N:10]2[CH2:15][CH2:14][O:13][CH2:12][CH2:11]2)[CH:5]=[C:4]([Cl:9])[CH:3]=1, predict the reactants needed to synthesize it. The reactants are: [Br:1][C:2]1[CH:7]=[C:6](F)[CH:5]=[C:4]([Cl:9])[CH:3]=1.[NH:10]1[CH2:15][CH2:14][O:13][CH2:12][CH2:11]1.C(=O)([O-])[O-].[K+].[K+]. (3) Given the product [CH2:13]([N:4]([CH2:1][CH2:2][CH3:3])[C:5](=[O:6])[CH2:7][CH:8]([CH3:12])[C:9]([OH:11])=[O:10])[CH2:14][CH3:15], predict the reactants needed to synthesize it. The reactants are: [CH2:1]([N:4]([CH2:13][CH2:14][CH3:15])[C:5](/[CH:7]=[C:8](\[CH3:12])/[C:9]([OH:11])=[O:10])=[O:6])[CH2:2][CH3:3].